This data is from Forward reaction prediction with 1.9M reactions from USPTO patents (1976-2016). The task is: Predict the product of the given reaction. (1) Given the reactants [CH2:1]([N:3]1[CH2:8][CH2:7][N:6]([C:9]2[C:18]3[C:13](=[CH:14][CH:15]=[CH:16][CH:17]=3)[CH:12]=[C:11]([C:19]3[CH:24]=[CH:23][C:22]([OH:25])=[CH:21][CH:20]=3)[N:10]=2)[CH2:5][CH2:4]1)[CH3:2].C(=O)([O-])[O-].[K+].[K+].Br[CH2:33][CH:34]1[O:38][CH2:37][CH2:36][O:35]1.O, predict the reaction product. The product is: [CH2:1]([N:3]1[CH2:4][CH2:5][N:6]([C:9]2[C:18]3[C:13](=[CH:14][CH:15]=[CH:16][CH:17]=3)[CH:12]=[C:11]([C:19]3[CH:20]=[CH:21][C:22]([O:25][CH2:33][CH:34]4[O:38][CH2:37][CH2:36][O:35]4)=[CH:23][CH:24]=3)[N:10]=2)[CH2:7][CH2:8]1)[CH3:2]. (2) Given the reactants [Cl:1][C:2]1[CH:3]=[C:4]([CH:23]=[CH:24][C:25]=1[Cl:26])[CH2:5][N:6]1[C:14]2[C:9](=[C:10]([N+:15]([O-])=O)[CH:11]=[CH:12][CH:13]=2)[CH:8]=[C:7]1[C:18]([O:20][CH2:21][CH3:22])=[O:19].[OH-].[Na+], predict the reaction product. The product is: [Cl:1][C:2]1[CH:3]=[C:4]([CH:23]=[CH:24][C:25]=1[Cl:26])[CH2:5][N:6]1[C:14]2[C:9](=[C:10]([NH2:15])[CH:11]=[CH:12][CH:13]=2)[CH:8]=[C:7]1[C:18]([O:20][CH2:21][CH3:22])=[O:19]. (3) Given the reactants [CH3:1][C:2]1[CH:8]=[C:7]([CH3:9])[CH:6]=[CH:5][C:3]=1[NH2:4].[N:10]([O-])=O.[Na+].[H+].[B-:15]([F:19])([F:18])([F:17])[F:16], predict the reaction product. The product is: [F:16][B-:15]([F:19])([F:18])[F:17].[CH3:1][C:2]1[CH:8]=[C:7]([CH3:9])[CH:6]=[CH:5][C:3]=1[N+:4]#[N:10]. (4) Given the reactants [CH2:1]([O:3][C:4]([C:6]1[CH2:11][C@@H:10]([O:12][S:13]([CH3:16])(=[O:15])=[O:14])[C@@H:9]([NH:17]P(OCC)(OCC)=O)[C@H:8]([O:26][CH:27]([CH2:30][CH3:31])[CH2:28][CH3:29])[CH:7]=1)=[O:5])[CH3:2].S(=O)(=O)(O)O.[OH-].[Na+].[NH4+].[OH-], predict the reaction product. The product is: [CH2:1]([O:3][C:4]([C:6]1[CH2:11][C@@H:10]([O:12][S:13]([CH3:16])(=[O:14])=[O:15])[C@@H:9]([NH2:17])[C@H:8]([O:26][CH:27]([CH2:28][CH3:29])[CH2:30][CH3:31])[CH:7]=1)=[O:5])[CH3:2]. (5) Given the reactants O[C:2]1[CH2:11][CH2:10][C:5]2([O:9][CH2:8][CH2:7][O:6]2)[CH2:4][C:3]=1[C:12]([O:14][CH2:15][CH3:16])=[O:13].[C:17]1([C@H:23]([NH2:25])[CH3:24])[CH:22]=[CH:21][CH:20]=[CH:19][CH:18]=1, predict the reaction product. The product is: [C:17]1([C@H:23]([NH:25][C:2]2[CH2:11][CH2:10][C:5]3([O:9][CH2:8][CH2:7][O:6]3)[CH2:4][C:3]=2[C:12]([O:14][CH2:15][CH3:16])=[O:13])[CH3:24])[CH:22]=[CH:21][CH:20]=[CH:19][CH:18]=1. (6) Given the reactants [CH2:1]([O:8][C:9]([N:11]1[CH2:16][CH2:15][CH:14]([C:17](=[O:26])[NH:18][C:19]2[CH:24]=[C:23](Cl)[N:22]=[CH:21][N:20]=2)[CH2:13][CH2:12]1)=[O:10])[C:2]1[CH:7]=[CH:6][CH:5]=[CH:4][CH:3]=1.[CH3:27][O:28][C:29]1[CH:34]=[CH:33][CH:32]=[CH:31][C:30]=1B(O)O.C1(P(C2C=CC=CC=2)C2C=CC=CC=2)C=CC=CC=1, predict the reaction product. The product is: [CH2:1]([O:8][C:9]([N:11]1[CH2:16][CH2:15][CH:14]([C:17](=[O:26])[NH:18][C:19]2[CH:24]=[C:23]([C:30]3[CH:31]=[CH:32][CH:33]=[CH:34][C:29]=3[O:28][CH3:27])[N:22]=[CH:21][N:20]=2)[CH2:13][CH2:12]1)=[O:10])[C:2]1[CH:7]=[CH:6][CH:5]=[CH:4][CH:3]=1. (7) Given the reactants [NH2:1][C:2]1[CH:7]=[C:6]([C:8]([F:11])([F:10])[F:9])[CH:5]=[CH:4][C:3]=1[C:12]1[N:17]=[CH:16][N:15]=[C:14]([O:18][C:19]2[C:24]3[N:25]=[C:26]([NH:28][C:29](=[O:31])[CH3:30])[S:27][C:23]=3[CH:22]=[CH:21][CH:20]=2)[CH:13]=1.[CH:32]1([CH:38]=O)[CH2:37][CH2:36][CH2:35][CH2:34][CH2:33]1.C(O[BH-](OC(=O)C)OC(=O)C)(=O)C.[Na+].O, predict the reaction product. The product is: [CH:32]1([CH2:38][NH:1][C:2]2[CH:7]=[C:6]([C:8]([F:11])([F:9])[F:10])[CH:5]=[CH:4][C:3]=2[C:12]2[N:17]=[CH:16][N:15]=[C:14]([O:18][C:19]3[C:24]4[N:25]=[C:26]([NH:28][C:29](=[O:31])[CH3:30])[S:27][C:23]=4[CH:22]=[CH:21][CH:20]=3)[CH:13]=2)[CH2:37][CH2:36][CH2:35][CH2:34][CH2:33]1. (8) Given the reactants [Br:1]Br.C1(P(C2C=CC=CC=2)C2C=CC=CC=2)C=CC=CC=1.[CH3:22][O:23][C:24]1[CH:25]=[C:26]2[C:31](=[CH:32][CH:33]=1)[CH:30]=[C:29]([CH2:34]O)[CH:28]=[CH:27]2, predict the reaction product. The product is: [Br:1][CH2:34][C:29]1[CH:30]=[C:31]2[C:26](=[CH:27][CH:28]=1)[CH:25]=[C:24]([O:23][CH3:22])[CH:33]=[CH:32]2. (9) The product is: [CH2:1]([O:3][C:4](=[O:13])[C:5]([CH3:7])([C:8]1[N:9]=[CH:10][N:11]([CH3:18])[CH:12]=1)[CH3:6])[CH3:2]. Given the reactants [CH2:1]([O:3][C:4](=[O:13])[C:5]([C:8]1[N:9]=[CH:10][NH:11][CH:12]=1)([CH3:7])[CH3:6])[CH3:2].[H-].[Na+].CI.[C:18](=O)([O-])O.[Na+], predict the reaction product.